Dataset: Reaction yield outcomes from USPTO patents with 853,638 reactions. Task: Predict the reaction yield, written as a fraction of the theoretical maximum amount of product (1.0 means a 100% yield; for example, 0.34 means a 34% yield). (1) The reactants are Cl[C:2]1[CH:11]=[C:10]([Cl:12])[C:9]2[C:4](=[CH:5][CH:6]=[CH:7][CH:8]=2)[N:3]=1.[CH3:13][O-:14].[Na+]. The catalyst is C1(C)C=CC=CC=1. The product is [Cl:12][C:10]1[C:9]2[C:4](=[CH:5][CH:6]=[C:7]([O:14][CH3:13])[CH:8]=2)[N:3]=[CH:2][CH:11]=1. The yield is 0.860. (2) The reactants are F[C:2]1[CH:7]=[CH:6][C:5]([N+:8]([O-:10])=[O:9])=[CH:4][CH:3]=1.Cl.[OH:12][CH:13]1[CH2:18][CH2:17][CH2:16][NH:15][CH2:14]1.CCN(C(C)C)C(C)C. No catalyst specified. The product is [OH:12][CH:13]1[CH2:18][CH2:17][CH2:16][N:15]([C:2]2[CH:7]=[CH:6][C:5]([N+:8]([O-:10])=[O:9])=[CH:4][CH:3]=2)[CH2:14]1. The yield is 0.510. (3) The reactants are Br[CH2:2][C:3]1[CH:8]=[C:7]([N+:9]([O-:11])=[O:10])[CH:6]=[CH:5][C:4]=1[F:12].[CH3:13][N:14]1[CH2:19][CH2:18][NH:17][CH2:16][CH2:15]1.CCN(C(C)C)C(C)C. The catalyst is C1COCC1. The product is [F:12][C:4]1[CH:5]=[CH:6][C:7]([N+:9]([O-:11])=[O:10])=[CH:8][C:3]=1[CH2:2][N:17]1[CH2:18][CH2:19][N:14]([CH3:13])[CH2:15][CH2:16]1. The yield is 0.700. (4) The reactants are Cl[C:2]1[C:7]([C:8]#[N:9])=[C:6]([N:10]2[CH2:15][CH2:14][CH:13]([C:16]3[CH:21]=[CH:20][C:19]([F:22])=[CH:18][CH:17]=3)[CH2:12][CH2:11]2)[N:5]=[C:4]([S:23][CH3:24])[N:3]=1.C(N(C(C)C)C(C)C)C.[CH2:34]([CH2:36][NH2:37])[OH:35]. The catalyst is O1CCOCC1. The product is [F:22][C:19]1[CH:20]=[CH:21][C:16]([CH:13]2[CH2:14][CH2:15][N:10]([C:6]3[C:7]([C:8]#[N:9])=[C:2]([NH:37][CH2:36][CH2:34][OH:35])[N:3]=[C:4]([S:23][CH3:24])[N:5]=3)[CH2:11][CH2:12]2)=[CH:17][CH:18]=1. The yield is 0.830. (5) The reactants are [Br:1][CH2:2][CH2:3][CH2:4][CH2:5][CH2:6][C:7]([O-:9])=[O:8].[CH3:10]O. No catalyst specified. The product is [Br:1][CH2:2][CH2:3][CH2:4][CH2:5][CH2:6][C:7]([O:9][CH3:10])=[O:8]. The yield is 0.930. (6) The reactants are [C:1]([O:6][C@@H:7]1[C@@H:15]([CH2:16][C:17]([O:19][C:20]([CH3:23])([CH3:22])[CH3:21])=[O:18])[C:14](=[O:24])[O:13][CH2:12][C@H:11]([NH:25]C(OC(C)(C)C)=O)[C:10](=[O:33])[O:9][C@H:8]1[CH3:34])(=[O:5])[CH:2]([CH3:4])[CH3:3].Cl.[OH:36][C:37]1[C:38]([C:45]([OH:47])=O)=[N:39][CH:40]=[CH:41][C:42]=1[O:43][CH3:44].CN(C(ON1N=NC2C=CC=NC1=2)=[N+](C)C)C.F[P-](F)(F)(F)(F)F.CN1CCOCC1. The catalyst is CCOC(C)=O. The product is [C:1]([O:6][C@@H:7]1[C@@H:15]([CH2:16][C:17]([O:19][C:20]([CH3:22])([CH3:21])[CH3:23])=[O:18])[C:14](=[O:24])[O:13][CH2:12][C@H:11]([NH:25][C:45](=[O:47])[C:38]2[C:37]([OH:36])=[C:42]([O:43][CH3:44])[CH:41]=[CH:40][N:39]=2)[C:10](=[O:33])[O:9][C@H:8]1[CH3:34])(=[O:5])[CH:2]([CH3:4])[CH3:3]. The yield is 0.430. (7) The reactants are [F:1][C:2]1[CH:31]=[C:30]([N+:32]([O-])=O)[CH:29]=[CH:28][C:3]=1[O:4][C:5]1[CH:10]=[CH:9][N:8]=[C:7]2[CH:11]=[C:12]([C:14]3[N:19]=[CH:18][C:17]([CH2:20][N:21]4[CH2:26][CH2:25][O:24][CH2:23][C:22]4=[O:27])=[CH:16][CH:15]=3)[S:13][C:6]=12.[NH4+].[Cl-]. The catalyst is CO.O.[Zn]. The product is [NH2:32][C:30]1[CH:29]=[CH:28][C:3]([O:4][C:5]2[CH:10]=[CH:9][N:8]=[C:7]3[CH:11]=[C:12]([C:14]4[N:19]=[CH:18][C:17]([CH2:20][N:21]5[CH2:26][CH2:25][O:24][CH2:23][C:22]5=[O:27])=[CH:16][CH:15]=4)[S:13][C:6]=23)=[C:2]([F:1])[CH:31]=1. The yield is 0.510. (8) The reactants are [CH:1]1([CH2:4][NH:5][C:6]2[CH:11]=[CH:10][C:9]([S:12]([CH3:15])(=[O:14])=[O:13])=[CH:8][C:7]=2[C:16]2[C:24]3[C:19](=[C:20]([O:25]C)[N:21]=[CH:22][CH:23]=3)[N:18]([CH3:27])[CH:17]=2)[CH2:3][CH2:2]1.Cl.O1CCOCC1. No catalyst specified. The product is [CH:1]1([CH2:4][NH:5][C:6]2[CH:11]=[CH:10][C:9]([S:12]([CH3:15])(=[O:14])=[O:13])=[CH:8][C:7]=2[C:16]2[C:24]3[CH:23]=[CH:22][NH:21][C:20](=[O:25])[C:19]=3[N:18]([CH3:27])[CH:17]=2)[CH2:3][CH2:2]1. The yield is 0.530.